This data is from NCI-60 drug combinations with 297,098 pairs across 59 cell lines. The task is: Regression. Given two drug SMILES strings and cell line genomic features, predict the synergy score measuring deviation from expected non-interaction effect. Drug 1: C1=NC(=NC(=O)N1C2C(C(C(O2)CO)O)O)N. Drug 2: CC1C(C(CC(O1)OC2CC(OC(C2O)C)OC3=CC4=CC5=C(C(=O)C(C(C5)C(C(=O)C(C(C)O)O)OC)OC6CC(C(C(O6)C)O)OC7CC(C(C(O7)C)O)OC8CC(C(C(O8)C)O)(C)O)C(=C4C(=C3C)O)O)O)O. Cell line: HOP-92. Synergy scores: CSS=34.4, Synergy_ZIP=-2.53, Synergy_Bliss=-1.52, Synergy_Loewe=0.128, Synergy_HSA=0.538.